Dataset: Reaction yield outcomes from USPTO patents with 853,638 reactions. Task: Predict the reaction yield, written as a fraction of the theoretical maximum amount of product (1.0 means a 100% yield; for example, 0.34 means a 34% yield). (1) The reactants are [Cl:1][C:2]1[CH:3]=[C:4]([CH:11]=[CH:12][C:13]=1[Cl:14])[CH:5]=[C:6]([C:9]#[N:10])[C:7]#[N:8].[BH4-].[Na+].Cl. The catalyst is O1CCCC1.C(O)C. The product is [Cl:1][C:2]1[CH:3]=[C:4]([CH:11]=[CH:12][C:13]=1[Cl:14])[CH2:5][CH:6]([C:7]#[N:8])[C:9]#[N:10]. The yield is 0.700. (2) The yield is 0.420. The catalyst is FC(F)(F)C(O)=O. The reactants are [CH3:1][O:2][C:3]1[CH:8]=[CH:7][C:6]([C:9]2[C:17]3[C:12](=[CH:13][CH:14]=[CH:15][CH:16]=3)[N:11]([S:18]([C:21]3[CH:26]=[CH:25][CH:24]=[C:23]([C:27]([F:30])([F:29])[F:28])[CH:22]=3)(=[O:20])=[O:19])[C:10]=2[C:31]([O:33]C(C)(C)C)=[O:32])=[CH:5][CH:4]=1.C(=O)(O)[O-].[Na+]. The product is [CH3:1][O:2][C:3]1[CH:4]=[CH:5][C:6]([C:9]2[C:17]3[C:12](=[CH:13][CH:14]=[CH:15][CH:16]=3)[N:11]([S:18]([C:21]3[CH:26]=[CH:25][CH:24]=[C:23]([C:27]([F:28])([F:29])[F:30])[CH:22]=3)(=[O:19])=[O:20])[C:10]=2[C:31]([OH:33])=[O:32])=[CH:7][CH:8]=1. (3) The reactants are [F-].C([N+](CCCC)(CCCC)CCCC)CCC.[O:19]1[CH:23]=[CH:22][C:21]([C:24]2[CH:31]=[CH:30][C:27]([CH:28]=[O:29])=[CH:26][CH:25]=2)=[CH:20]1.[F:32][C:33]([Si](C)(C)C)([F:35])[F:34].Cl. The catalyst is C1COCC1. The product is [F:32][C:33]([F:35])([F:34])[CH:28]([C:27]1[CH:30]=[CH:31][C:24]([C:21]2[CH:22]=[CH:23][O:19][CH:20]=2)=[CH:25][CH:26]=1)[OH:29]. The yield is 0.830. (4) The reactants are [NH2:1][C:2]1[CH:7]=[CH:6][C:5]([C:8]2([C:11]([O:13][CH3:14])=[O:12])[CH2:10][CH2:9]2)=[CH:4][C:3]=1Br.[C:16]([Si:18]([CH3:21])([CH3:20])[CH3:19])#[CH:17]. The catalyst is CCN(CC)CC.CN(C1C=CN=CC=1)C.Cl[Pd](Cl)([P](C1C=CC=CC=1)(C1C=CC=CC=1)C1C=CC=CC=1)[P](C1C=CC=CC=1)(C1C=CC=CC=1)C1C=CC=CC=1. The product is [NH2:1][C:2]1[CH:7]=[CH:6][C:5]([C:8]2([C:11]([O:13][CH3:14])=[O:12])[CH2:10][CH2:9]2)=[CH:4][C:3]=1[C:17]#[C:16][Si:18]([CH3:21])([CH3:20])[CH3:19]. The yield is 0.560. (5) The reactants are [Cl:1][C:2]1[CH:7]=[CH:6][C:5]([CH2:8][C:9]([OH:11])=O)=[CH:4][CH:3]=1.[Cl:12][C:13]1[CH:18]=[CH:17][CH:16]=[CH:15][CH:14]=1. No catalyst specified. The product is [Cl:12][C:13]1[CH:18]=[CH:17][C:16]([C:9](=[O:11])[CH2:8][C:5]2[CH:4]=[CH:3][C:2]([Cl:1])=[CH:7][CH:6]=2)=[CH:15][CH:14]=1. The yield is 0.540. (6) The reactants are [CH2:1]([O:4][N:5]([C@H:18]1[CH2:23][N:22]([C:24]([O:26][C:27]([CH3:30])([CH3:29])[CH3:28])=[O:25])[C@H:21]([CH2:31][OH:32])[CH:20]=[C:19]1[CH3:33])[S:6]([C:9]1[CH:14]=[CH:13][CH:12]=[CH:11][C:10]=1[N+:15]([O-:17])=[O:16])(=[O:8])=[O:7])[CH:2]=[CH2:3].CC[O:36]CC. The catalyst is C(#N)C.I(O)(=O)(=O)=O.[O-2].[Cr+3].[O-2].[O-2].[Cr+3]. The product is [CH2:1]([O:4][N:5]([C@H:18]1[CH2:23][N:22]([C:24]([O:26][C:27]([CH3:28])([CH3:30])[CH3:29])=[O:25])[C@H:21]([C:31]([OH:36])=[O:32])[CH:20]=[C:19]1[CH3:33])[S:6]([C:9]1[CH:14]=[CH:13][CH:12]=[CH:11][C:10]=1[N+:15]([O-:17])=[O:16])(=[O:8])=[O:7])[CH:2]=[CH2:3]. The yield is 0.810. (7) The reactants are Cl[C:2]1[N:9]=[CH:8][CH:7]=[CH:6][C:3]=1[C:4]#[N:5].[F:10][C:11]1[CH:16]=[C:15]([F:17])[CH:14]=[CH:13][C:12]=1B(O)O. No catalyst specified. The product is [F:10][C:11]1[CH:16]=[C:15]([F:17])[CH:14]=[CH:13][C:12]=1[C:2]1[N:9]=[CH:8][CH:7]=[CH:6][C:3]=1[C:4]#[N:5]. The yield is 0.780.